Dataset: Forward reaction prediction with 1.9M reactions from USPTO patents (1976-2016). Task: Predict the product of the given reaction. (1) Given the reactants C[O:2][C:3]([C:5]1[CH:6]=[N:7][C:8]([C:11]2[CH:16]=[CH:15][CH:14]=[C:13]([F:17])[CH:12]=2)=[N:9][CH:10]=1)=[O:4].[Li+].[OH-], predict the reaction product. The product is: [F:17][C:13]1[CH:12]=[C:11]([C:8]2[N:7]=[CH:6][C:5]([C:3]([OH:4])=[O:2])=[CH:10][N:9]=2)[CH:16]=[CH:15][CH:14]=1. (2) Given the reactants [CH3:1][S:2](Cl)(=[O:4])=[O:3].[C:6]1([C@H:12]([NH2:14])[CH3:13])[CH:11]=[CH:10][CH:9]=[CH:8][CH:7]=1, predict the reaction product. The product is: [C:6]1([C@H:12]([NH:14][S:2]([CH:1]=[CH:13][C:12]2[C:6]3[CH2:11][CH2:10][CH2:9][CH2:8][C:7]=3[N:14]([CH2:12][C:6]3[CH:11]=[CH:10][CH:9]=[CH:8][CH:7]=3)[N:14]=2)(=[O:4])=[O:3])[CH3:13])[CH:11]=[CH:10][CH:9]=[CH:8][CH:7]=1. (3) Given the reactants [CH:1]1([C:4]([CH:6]([N:14]2[CH2:19][CH2:18][CH:17]3[S:20][C:21](=[O:23])[CH:22]=[C:16]3[CH2:15]2)[C:7]2[CH:12]=[CH:11][CH:10]=[CH:9][C:8]=2[F:13])=[O:5])[CH2:3][CH2:2]1.C(N(C(C)C)CC)(C)C.[C:33](OCC)(=[O:35])[CH3:34], predict the reaction product. The product is: [C:33]([O:23][C:21]1[S:20][C:17]2[CH2:18][CH2:19][N:14]([CH:6]([C:4]([CH:1]3[CH2:2][CH2:3]3)=[O:5])[C:7]3[CH:12]=[CH:11][CH:10]=[CH:9][C:8]=3[F:13])[CH2:15][C:16]=2[CH:22]=1)(=[O:35])[CH3:34]. (4) Given the reactants [OH:1][C:2]1[C:3]([CH3:18])=[C:4]2[C:9](=[C:10]([CH3:13])[C:11]=1[CH3:12])[O:8][C:7]([CH3:17])([C:14]([OH:16])=O)[CH2:6][CH2:5]2.[CH:19]1N=C[N:21](C(N2C=NC=C2)=O)[CH:20]=1.C(N)C.CO, predict the reaction product. The product is: [CH2:20]([NH:21][C:14]([C:7]1([CH3:17])[CH2:6][CH2:5][C:4]2[C:9](=[C:10]([CH3:13])[C:11]([CH3:12])=[C:2]([OH:1])[C:3]=2[CH3:18])[O:8]1)=[O:16])[CH3:19]. (5) Given the reactants [N:1]1[CH:6]=[CH:5][CH:4]=[CH:3][C:2]=1[NH:7][CH2:8][CH2:9][NH:10][C:11]([C:13]1[C:17]([NH:18][C:19]([C:21]2[CH:26]=[CH:25][CH:24]=[CH:23][N:22]=2)=[O:20])=[CH:16][N:15](C2CCCCO2)[N:14]=1)=[O:12].O.C1(C)C=CC(S(O)(=O)=O)=CC=1.C(O)C.C(=O)([O-])O.[Na+], predict the reaction product. The product is: [N:1]1[CH:6]=[CH:5][CH:4]=[CH:3][C:2]=1[NH:7][CH2:8][CH2:9][NH:10][C:11]([C:13]1[C:17]([NH:18][C:19]([C:21]2[CH:26]=[CH:25][CH:24]=[CH:23][N:22]=2)=[O:20])=[CH:16][NH:15][N:14]=1)=[O:12]. (6) Given the reactants [CH3:1][C:2]1([CH3:15])[CH2:7][N:6]([C:8]2[CH:13]=[CH:12][CH:11]=[CH:10][CH:9]=2)[CH2:5][C:4](=[O:14])[O:3]1.C[Si]([N-][Si](C)(C)C)(C)C.[Li+].Br[CH2:27][C:28]([O:30][C:31]([CH3:34])([CH3:33])[CH3:32])=[O:29], predict the reaction product. The product is: [CH3:1][C:2]1([CH3:15])[CH2:7][N:6]([C:8]2[CH:13]=[CH:12][CH:11]=[CH:10][CH:9]=2)[CH:5]([CH2:27][C:28]([O:30][C:31]([CH3:34])([CH3:33])[CH3:32])=[O:29])[C:4](=[O:14])[O:3]1.